This data is from Forward reaction prediction with 1.9M reactions from USPTO patents (1976-2016). The task is: Predict the product of the given reaction. (1) Given the reactants Cl[C:2]1[C:11]2[C:6](=[CH:7][C:8]([O:14][CH2:15][CH2:16][CH2:17][N:18]3[CH2:23][CH2:22][CH2:21][CH2:20][CH2:19]3)=[C:9]([O:12][CH3:13])[CH:10]=2)[N:5]=[CH:4][N:3]=1.C(=O)([O-])[O-].[K+].[K+].[OH:30][C:31]1[C:32]([N+:40]([O-:42])=[O:41])=[C:33]2[C:37](=[CH:38][CH:39]=1)[NH:36][CH:35]=[CH:34]2, predict the reaction product. The product is: [CH3:13][O:12][C:9]1[CH:10]=[C:11]2[C:6](=[CH:7][C:8]=1[O:14][CH2:15][CH2:16][CH2:17][N:18]1[CH2:23][CH2:22][CH2:21][CH2:20][CH2:19]1)[N:5]=[C:4]([O:30][C:31]1[C:32]([N+:40]([O-:42])=[O:41])=[C:33]3[C:37](=[CH:38][CH:39]=1)[NH:36][CH:35]=[CH:34]3)[N:3]=[CH:2]2. (2) Given the reactants [H-].[Na+].[OH:3][CH2:4][C@@H:5]1[CH2:7][C@@H:6]1[CH:8]1[CH2:13][CH2:12][N:11]([C:14]([O:16][C:17]([CH3:20])([CH3:19])[CH3:18])=[O:15])[CH2:10][CH2:9]1.[Br:21][C:22]1[CH:27]=[CH:26][C:25]([CH2:28]Br)=[CH:24][C:23]=1[F:30], predict the reaction product. The product is: [Br:21][C:22]1[CH:27]=[CH:26][C:25]([CH2:28][O:3][CH2:4][C@@H:5]2[CH2:7][C@@H:6]2[CH:8]2[CH2:9][CH2:10][N:11]([C:14]([O:16][C:17]([CH3:20])([CH3:19])[CH3:18])=[O:15])[CH2:12][CH2:13]2)=[CH:24][C:23]=1[F:30]. (3) Given the reactants [NH2:1][C:2]1[CH:7]=[C:6]([CH3:8])[CH:5]=[C:4]([C:9]([CH3:12])([CH3:11])[CH3:10])[C:3]=1[OH:13].[N:14]1[CH:19]=[CH:18][CH:17]=[CH:16][C:15]=1[CH:20]=O, predict the reaction product. The product is: [O:13]([C:3]1[C:4]([C:9]([CH3:10])([CH3:12])[CH3:11])=[CH:5][C:6]([CH3:8])=[CH:7][C:2]=1/[N:1]=[CH:20]/[C:15]1[CH:16]=[CH:17][CH:18]=[CH:19][N:14]=1)[C:2]1[CH:7]=[CH:6][CH:5]=[CH:4][CH:3]=1. (4) Given the reactants Br[CH2:2][C:3]1[CH:8]=[CH:7][C:6]([CH:9]([CH3:14])[C:10]([O:12]C)=[O:11])=[C:5]([F:15])[CH:4]=1.[O:16]1[CH:20]=[CH:19][C:18](B(O)O)=[CH:17]1.C(=O)([O-])[O-].[Na+].[Na+], predict the reaction product. The product is: [F:15][C:5]1[CH:4]=[C:3]([CH2:2][C:18]2[CH:19]=[CH:20][O:16][CH:17]=2)[CH:8]=[CH:7][C:6]=1[CH:9]([CH3:14])[C:10]([OH:12])=[O:11].